This data is from Reaction yield outcomes from USPTO patents with 853,638 reactions. The task is: Predict the reaction yield, written as a fraction of the theoretical maximum amount of product (1.0 means a 100% yield; for example, 0.34 means a 34% yield). (1) The reactants are [CH3:1][O:2][C:3]1[CH:15]=[C:14]([O:16][CH3:17])[CH:13]=[CH:12][C:4]=1[CH2:5][NH:6][C:7]1[S:11][N:10]=[CH:9][N:8]=1.[Li+].C[Si]([N-][Si](C)(C)C)(C)C.[C:28]([C:30]1[CH:31]=[C:32]([S:37](Cl)(=[O:39])=[O:38])[CH:33]=[CH:34][C:35]=1[F:36])#[N:29]. The catalyst is C1COCC1.C(OCC)(=O)C. The product is [C:28]([C:30]1[CH:31]=[C:32]([S:37]([N:6]([CH2:5][C:4]2[CH:12]=[CH:13][C:14]([O:16][CH3:17])=[CH:15][C:3]=2[O:2][CH3:1])[C:7]2[S:11][N:10]=[CH:9][N:8]=2)(=[O:39])=[O:38])[CH:33]=[CH:34][C:35]=1[F:36])#[N:29]. The yield is 0.710. (2) The product is [Cl:24][C:18]1[CH:19]=[C:20]([CH:21]([OH:23])[CH3:22])[C:12]2[O:11][CH2:10][CH2:9][NH:8][C:14](=[O:15])[C:13]=2[C:17]=1[CH3:25]. The catalyst is Cl.O1CCOCC1.C(OCC)(=O)C.CN(C)C=O. The reactants are C(OC([NH:8][CH2:9][CH2:10][O:11][C:12]1[C:20]([CH:21]([OH:23])[CH3:22])=[CH:19][C:18]([Cl:24])=[C:17]([CH3:25])[C:13]=1[C:14](O)=[O:15])=O)(C)(C)C.O.ON1C2C=CC=CC=2N=N1.C(N(CC)C(C)C)(C)C.F[P-](F)(F)(F)(F)F.N1(O[P+](N(C)C)(N(C)C)N(C)C)C2C=CC=CC=2N=N1. The yield is 0.760.